Dataset: Forward reaction prediction with 1.9M reactions from USPTO patents (1976-2016). Task: Predict the product of the given reaction. (1) Given the reactants I/[CH:2]=[CH:3]/[O:4][C:5]1[CH:10]=[CH:9][C:8]([C:11]2[CH:16]=[CH:15][CH:14]=[CH:13][CH:12]=2)=[CH:7][CH:6]=1.[NH:17]1[CH:21]=[CH:20][CH:19]=[CH:18]1.C([O-])([O-])=O.[Cs+].[Cs+], predict the reaction product. The product is: [C:8]1([C:11]2[CH:16]=[CH:15][CH:14]=[CH:13][CH:12]=2)[CH:9]=[CH:10][C:5]([O:4]/[CH:3]=[CH:2]/[N:17]2[CH:21]=[CH:20][CH:19]=[CH:18]2)=[CH:6][CH:7]=1. (2) Given the reactants [H-].[Na+].[CH2:3]([NH:10][CH:11]1[CH2:17][C:16]2[CH:18]=[C:19]([OH:22])[CH:20]=[CH:21][C:15]=2[CH2:14][CH2:13][CH2:12]1)[C:4]1[CH:9]=[CH:8][CH:7]=[CH:6][CH:5]=1.[CH3:23][CH2:24][CH2:25]Br.C(=O)([O-])O.[Na+], predict the reaction product. The product is: [CH2:3]([NH:10][CH:11]1[CH2:12][CH2:13][CH2:14][C:15]2[CH:21]=[CH:20][C:19]([O:22][CH:24]([CH3:25])[CH3:23])=[CH:18][C:16]=2[CH2:17]1)[C:4]1[CH:5]=[CH:6][CH:7]=[CH:8][CH:9]=1. (3) Given the reactants [NH2:1][C:2]1[N:6]([CH3:7])[C:5](=[O:8])[C:4]([C:21]2[CH:26]=[CH:25][C:24]([F:27])=[C:23](Br)[CH:22]=2)([C:9]2[CH:14]=[CH:13][C:12]([O:15][CH:16]([F:18])[F:17])=[C:11]([CH2:19][CH3:20])[CH:10]=2)[N:3]=1.N1CCCC1.[CH3:34][O:35][CH2:36][C:37]#[CH:38], predict the reaction product. The product is: [NH2:1][C:2]1[N:6]([CH3:7])[C:5](=[O:8])[C:4]([C:9]2[CH:14]=[CH:13][C:12]([O:15][CH:16]([F:18])[F:17])=[C:11]([CH2:19][CH3:20])[CH:10]=2)([C:21]2[CH:26]=[CH:25][C:24]([F:27])=[C:23]([C:38]#[C:37][CH2:36][O:35][CH3:34])[CH:22]=2)[N:3]=1. (4) Given the reactants [CH3:1][O:2][C:3]1[CH:4]=[C:5]([CH:18]=[CH:19][C:20]=1[O:21][CH3:22])[C:6]1[O:7][C:8]2[C:13]([C:14](=[O:16])[CH:15]=1)=[CH:12][CH:11]=[C:10]([OH:17])[CH:9]=2.[H-].[Na+].[CH2:25]([CH:27]1[O:29][CH2:28]1)Cl, predict the reaction product. The product is: [CH3:1][O:2][C:3]1[CH:4]=[C:5]([CH:18]=[CH:19][C:20]=1[O:21][CH3:22])[C:6]1[O:7][C:8]2[C:13]([C:14](=[O:16])[CH:15]=1)=[CH:12][CH:11]=[C:10]([O:17][CH2:25][CH:27]1[O:29][CH2:28]1)[CH:9]=2. (5) Given the reactants Cl.[CH3:2][C:3]1[CH:4]=[C:5]([CH:8]=[CH:9][C:10]=1[NH:11][S:12]([CH3:15])(=[O:14])=[O:13])[CH2:6][NH2:7].[C:16]([C:20]1[CH:25]=[CH:24][C:23]([CH:26]=[CH:27][C:28](O)=[O:29])=[CH:22][CH:21]=1)([CH3:19])([CH3:18])[CH3:17].C[N+]1(C2N=C(OC)N=C(OC)N=2)CCOCC1.[Cl-], predict the reaction product. The product is: [C:16]([C:20]1[CH:21]=[CH:22][C:23]([CH:26]=[CH:27][C:28]([NH:7][CH2:6][C:5]2[CH:8]=[CH:9][C:10]([NH:11][S:12]([CH3:15])(=[O:14])=[O:13])=[C:3]([CH3:2])[CH:4]=2)=[O:29])=[CH:24][CH:25]=1)([CH3:19])([CH3:17])[CH3:18]. (6) The product is: [Br:12][C:11]1[CH:10]=[C:9]2[C:5]([CH2:6][CH2:7][NH:8]2)=[CH:4][C:3]=1[F:2]. Given the reactants Cl.[F:2][C:3]1[CH:4]=[C:5]2[C:9](=[CH:10][CH:11]=1)[NH:8][CH2:7][CH2:6]2.[Br:12]Br.O.C([O-])(O)=O.[Na+], predict the reaction product. (7) Given the reactants C1C=CC(P(C2C=CC3C(=CC=CC=3)C=2C2C3C(=CC=CC=3)C=CC=2P(C2C=CC=CC=2)C2C=CC=CC=2)C2C=CC=CC=2)=CC=1.[Cl:47][C:48]1[CH:49]=[C:50](B(O)O)[CH:51]=[CH:52][C:53]=1[F:54].CO.[CH2:60]([N:67]1[CH2:71][CH:70]=[C:69]([C:72](=[O:74])[CH3:73])[CH2:68]1)[C:61]1[CH:66]=[CH:65][CH:64]=[CH:63][CH:62]=1, predict the reaction product. The product is: [CH2:60]([N:67]1[CH2:71][C@H:70]([C:50]2[CH:51]=[CH:52][C:53]([F:54])=[C:48]([Cl:47])[CH:49]=2)[C@@H:69]([C:72](=[O:74])[CH3:73])[CH2:68]1)[C:61]1[CH:66]=[CH:65][CH:64]=[CH:63][CH:62]=1.